Dataset: NCI-60 drug combinations with 297,098 pairs across 59 cell lines. Task: Regression. Given two drug SMILES strings and cell line genomic features, predict the synergy score measuring deviation from expected non-interaction effect. (1) Drug 1: CC1CCC2CC(C(=CC=CC=CC(CC(C(=O)C(C(C(=CC(C(=O)CC(OC(=O)C3CCCCN3C(=O)C(=O)C1(O2)O)C(C)CC4CCC(C(C4)OC)OCCO)C)C)O)OC)C)C)C)OC. Drug 2: CNC(=O)C1=NC=CC(=C1)OC2=CC=C(C=C2)NC(=O)NC3=CC(=C(C=C3)Cl)C(F)(F)F. Cell line: TK-10. Synergy scores: CSS=-5.05, Synergy_ZIP=0.0616, Synergy_Bliss=0.109, Synergy_Loewe=-19.1, Synergy_HSA=-5.49. (2) Drug 1: CC1=C2C(C(=O)C3(C(CC4C(C3C(C(C2(C)C)(CC1OC(=O)C(C(C5=CC=CC=C5)NC(=O)OC(C)(C)C)O)O)OC(=O)C6=CC=CC=C6)(CO4)OC(=O)C)OC)C)OC. Drug 2: C1CN(P(=O)(OC1)NCCCl)CCCl. Cell line: OVCAR-4. Synergy scores: CSS=37.6, Synergy_ZIP=5.17, Synergy_Bliss=3.13, Synergy_Loewe=-52.3, Synergy_HSA=3.72. (3) Drug 1: CC1=C(C=C(C=C1)NC(=O)C2=CC=C(C=C2)CN3CCN(CC3)C)NC4=NC=CC(=N4)C5=CN=CC=C5. Drug 2: CC1C(C(CC(O1)OC2CC(CC3=C2C(=C4C(=C3O)C(=O)C5=CC=CC=C5C4=O)O)(C(=O)C)O)N)O. Cell line: HL-60(TB). Synergy scores: CSS=36.1, Synergy_ZIP=3.49, Synergy_Bliss=0.271, Synergy_Loewe=-45.4, Synergy_HSA=-4.35. (4) Drug 1: C#CCC(CC1=CN=C2C(=N1)C(=NC(=N2)N)N)C3=CC=C(C=C3)C(=O)NC(CCC(=O)O)C(=O)O. Drug 2: CCC1(C2=C(COC1=O)C(=O)N3CC4=CC5=C(C=CC(=C5CN(C)C)O)N=C4C3=C2)O.Cl. Cell line: SW-620. Synergy scores: CSS=30.0, Synergy_ZIP=1.10, Synergy_Bliss=0.771, Synergy_Loewe=1.65, Synergy_HSA=1.72. (5) Drug 1: CC1=C(C(=CC=C1)Cl)NC(=O)C2=CN=C(S2)NC3=CC(=NC(=N3)C)N4CCN(CC4)CCO. Drug 2: CC12CCC3C(C1CCC2O)C(CC4=C3C=CC(=C4)O)CCCCCCCCCS(=O)CCCC(C(F)(F)F)(F)F. Cell line: SNB-19. Synergy scores: CSS=4.66, Synergy_ZIP=0.186, Synergy_Bliss=1.95, Synergy_Loewe=-1.17, Synergy_HSA=0.814.